From a dataset of CYP2C19 inhibition data for predicting drug metabolism from PubChem BioAssay. Regression/Classification. Given a drug SMILES string, predict its absorption, distribution, metabolism, or excretion properties. Task type varies by dataset: regression for continuous measurements (e.g., permeability, clearance, half-life) or binary classification for categorical outcomes (e.g., BBB penetration, CYP inhibition). Dataset: cyp2c19_veith. The compound is O=C1Nc2cc(C(=O)N3CCOCC3)ccc2SC1N1CCOCC1. The result is 0 (non-inhibitor).